Dataset: NCI-60 drug combinations with 297,098 pairs across 59 cell lines. Task: Regression. Given two drug SMILES strings and cell line genomic features, predict the synergy score measuring deviation from expected non-interaction effect. Drug 1: CC(CN1CC(=O)NC(=O)C1)N2CC(=O)NC(=O)C2. Drug 2: CC1OCC2C(O1)C(C(C(O2)OC3C4COC(=O)C4C(C5=CC6=C(C=C35)OCO6)C7=CC(=C(C(=C7)OC)O)OC)O)O. Cell line: OVCAR3. Synergy scores: CSS=42.1, Synergy_ZIP=5.94, Synergy_Bliss=7.74, Synergy_Loewe=-1.37, Synergy_HSA=9.43.